This data is from Retrosynthesis with 50K atom-mapped reactions and 10 reaction types from USPTO. The task is: Predict the reactants needed to synthesize the given product. (1) The reactants are: CS(=O)(=O)Cl.Nc1ccc(C(CC2CCCC2)C(=O)Nc2nccs2)cc1. Given the product CS(=O)(=O)Nc1ccc(C(CC2CCCC2)C(=O)Nc2nccs2)cc1, predict the reactants needed to synthesize it. (2) Given the product COc1ccc(CS[C@@H]2C[C@@H](C(=O)N(C)N)N(S(=O)(=O)c3ccc4ccccc4c3)C2)cc1, predict the reactants needed to synthesize it. The reactants are: COc1ccc(CS[C@@H]2C[C@@H](C(=O)N(C)NC(=O)OC(C)(C)C)N(S(=O)(=O)c3ccc4ccccc4c3)C2)cc1. (3) Given the product CN(C)c1nc(NC2CCNCC2)nc2ccccc12, predict the reactants needed to synthesize it. The reactants are: CN(C)c1nc(NC2CCN(Cc3ccccc3)CC2)nc2ccccc12. (4) Given the product COc1ccc(Nc2ncc(Cl)nc2Br)cn1, predict the reactants needed to synthesize it. The reactants are: COc1ccc(B(O)O)cn1.Nc1ncc(Cl)nc1Br.